This data is from Peptide-MHC class II binding affinity with 134,281 pairs from IEDB. The task is: Regression. Given a peptide amino acid sequence and an MHC pseudo amino acid sequence, predict their binding affinity value. This is MHC class II binding data. (1) The peptide sequence is QSCRRPNAQRFGISNYCQI. The MHC is HLA-DPA10201-DPB11401 with pseudo-sequence HLA-DPA10201-DPB11401. The binding affinity (normalized) is 0.203. (2) The peptide sequence is AFKVAATAANMAPAN. The MHC is DRB1_1001 with pseudo-sequence DRB1_1001. The binding affinity (normalized) is 0.780. (3) The peptide sequence is LLNNQFGTMPSLTLA. The MHC is DRB1_0101 with pseudo-sequence DRB1_0101. The binding affinity (normalized) is 1.00.